This data is from Forward reaction prediction with 1.9M reactions from USPTO patents (1976-2016). The task is: Predict the product of the given reaction. (1) Given the reactants [C:1]([O:5][C:6]([N:8]1[CH2:13][CH2:12][CH2:11][CH2:10][C@@H:9]1[CH2:14][O:15][C:16]1[CH:21]=[CH:20][CH:19]=[C:18]([N+:22]([O-])=O)[C:17]=1[C:25]#[N:26])=[O:7])([CH3:4])([CH3:3])[CH3:2], predict the reaction product. The product is: [C:1]([O:5][C:6]([N:8]1[CH2:13][CH2:12][CH2:11][CH2:10][C@@H:9]1[CH2:14][O:15][C:16]1[CH:21]=[CH:20][CH:19]=[C:18]([NH2:22])[C:17]=1[C:25]#[N:26])=[O:7])([CH3:4])([CH3:2])[CH3:3]. (2) Given the reactants Br[C:2]1[C:3]([F:14])=[CH:4][CH:5]=[C:6]2[C:11]=1[N:10]=[C:9]([O:12][CH3:13])[CH:8]=[CH:7]2.C([Li])CCC.B(OC(C)C)(OC(C)C)[O:21]C(C)C.OO, predict the reaction product. The product is: [F:14][C:3]1[C:2]([OH:21])=[C:11]2[C:6]([CH:7]=[CH:8][C:9]([O:12][CH3:13])=[N:10]2)=[CH:5][CH:4]=1. (3) Given the reactants Br[C:2]1[CH:3]=[N:4][C:5]2[N:6]([CH:8]=[C:9]([CH2:11][O:12][C:13]3[CH:18]=[CH:17][CH:16]=[C:15]([F:19])[CH:14]=3)[N:10]=2)[CH:7]=1.[C:20]([C:22]1[CH:27]=[CH:26][C:25](B(O)O)=[C:24]([O:31][CH3:32])[CH:23]=1)#[N:21], predict the reaction product. The product is: [F:19][C:15]1[CH:14]=[C:13]([CH:18]=[CH:17][CH:16]=1)[O:12][CH2:11][C:9]1[N:10]=[C:5]2[N:4]=[CH:3][C:2]([C:25]3[CH:26]=[CH:27][C:22]([C:20]#[N:21])=[CH:23][C:24]=3[O:31][CH3:32])=[CH:7][N:6]2[CH:8]=1. (4) The product is: [O:36]=[S:32]1(=[O:37])[CH2:33][CH2:34][CH2:35][N:31]1[C:26]1[CH:27]=[CH:28][CH:29]=[CH:30][C:25]=1[C:6]1[CH:5]=[CH:4][C:3]([C:17]2[N:18]=[CH:19][C:20]([NH2:23])=[N:21][CH:22]=2)=[C:2]([F:1])[CH:7]=1. Given the reactants [F:1][C:2]1[CH:7]=[C:6](B2OC(C)(C)C(C)(C)O2)[CH:5]=[CH:4][C:3]=1[C:17]1[N:18]=[CH:19][C:20]([NH2:23])=[N:21][CH:22]=1.Br[C:25]1[CH:30]=[CH:29][CH:28]=[CH:27][C:26]=1[N:31]1[CH2:35][CH2:34][CH2:33][S:32]1(=[O:37])=[O:36], predict the reaction product. (5) Given the reactants Cl.[CH2:2]([O:9][C:10]1[CH:16]=[CH:15][C:13](N)=[CH:12][CH:11]=1)[C:3]1[CH:8]=[CH:7][CH:6]=[CH:5][CH:4]=1.CC[N:19]([CH:23](C)C)C(C)C.ClC(Cl)([O:29]C(=O)OC(Cl)(Cl)Cl)Cl.[N:38]1[CH:43]=[CH:42][CH:41]=[C:40]([C:44]2[CH2:48][CH:47]([C:49]3[CH:54]=[CH:53][CH:52]=[CH:51][C:50]=3[OH:55])[NH:46][N:45]=2)[CH:39]=1, predict the reaction product. The product is: [CH2:2]([O:9][C:10]1[CH:16]=[CH:15][CH:13]=[CH:12][C:11]=1[NH:19][C:23]([N:46]1[CH:47]([C:49]2[CH:54]=[CH:53][CH:52]=[CH:51][C:50]=2[OH:55])[CH2:48][C:44]([C:40]2[CH:39]=[N:38][CH:43]=[CH:42][CH:41]=2)=[N:45]1)=[O:29])[C:3]1[CH:8]=[CH:7][CH:6]=[CH:5][CH:4]=1. (6) The product is: [C:31]([NH:30][CH:24]1[CH2:25][CH2:26][CH2:27][CH2:28][CH2:29]1)([NH:32][CH:33]1[CH2:38][CH2:37][CH2:36][CH2:35][CH2:34]1)=[O:5]. Given the reactants CC([O:5]C(N[C@H](C(O)=O)CC(OCC1C=CC=CC=1)=O)=O)(C)C.[CH:24]1([N:30]=[C:31]=[N:32][CH:33]2[CH2:38][CH2:37][CH2:36][CH2:35][CH2:34]2)[CH2:29][CH2:28][CH2:27][CH2:26][CH2:25]1, predict the reaction product.